This data is from Reaction yield outcomes from USPTO patents with 853,638 reactions. The task is: Predict the reaction yield, written as a fraction of the theoretical maximum amount of product (1.0 means a 100% yield; for example, 0.34 means a 34% yield). (1) The reactants are C[O:2][C:3](=O)[CH2:4][C:5]1[C:10]([CH2:11][CH3:12])=[C:9]([O:13][CH2:14][O:15][CH3:16])[CH:8]=[C:7]([O:17][CH2:18][O:19][CH3:20])[C:6]=1[C:21](=[O:30])[NH:22][CH2:23][C:24]1[CH:29]=[CH:28][CH:27]=[CH:26][CH:25]=1.[H-].[Al+3].[Li+].[H-].[H-].[H-].O1CCCC1.S([O-])([O-])(=O)=O.[Na+].[Na+]. The catalyst is O1CCCC1. The product is [CH2:23]([NH:22][C:21](=[O:30])[C:6]1[C:7]([O:17][CH2:18][O:19][CH3:20])=[CH:8][C:9]([O:13][CH2:14][O:15][CH3:16])=[C:10]([CH2:11][CH3:12])[C:5]=1[CH2:4][CH2:3][OH:2])[C:24]1[CH:29]=[CH:28][CH:27]=[CH:26][CH:25]=1. The yield is 0.740. (2) The reactants are I[C:2]1[CH:29]=[CH:28][C:5]2[N:6]([CH2:9][C:10]3[CH:27]=[CH:26][C:13]4[N:14]=[C:15]([NH:17][C@@H:18]5[CH2:23][CH2:22][CH2:21][C@@H:20]([OH:24])[C@H:19]5[OH:25])[S:16][C:12]=4[CH:11]=3)[CH:7]=[N:8][C:4]=2[CH:3]=1.[CH:30](B1OC(C)(C)C(C)(C)O1)=[CH2:31].C([O-])([O-])=O.[K+].[K+].O1CCOCC1. The catalyst is C1C=CC(P(C2C=CC=CC=2)[C-]2C=CC=C2)=CC=1.C1C=CC(P(C2C=CC=CC=2)[C-]2C=CC=C2)=CC=1.Cl[Pd]Cl.[Fe+2].O. The product is [CH:30]([C:2]1[CH:29]=[CH:28][C:5]2[N:6]([CH2:9][C:10]3[CH:27]=[CH:26][C:13]4[N:14]=[C:15]([NH:17][C@@H:18]5[CH2:23][CH2:22][CH2:21][C@@H:20]([OH:24])[C@H:19]5[OH:25])[S:16][C:12]=4[CH:11]=3)[CH:7]=[N:8][C:4]=2[CH:3]=1)=[CH2:31]. The yield is 0.0500. (3) The reactants are [Cl:1][C:2]1[CH:3]=[C:4]([C:8](=[O:21])[CH2:9][N:10]2[C:18](=[O:19])[C:17]3[C:12](=[CH:13][CH:14]=[CH:15][CH:16]=3)[C:11]2=[O:20])[CH:5]=[CH:6][CH:7]=1.CO[CH:24](OC)[N:25]([CH3:27])[CH3:26]. No catalyst specified. The product is [Cl:1][C:2]1[CH:3]=[C:4]([C:8](=[O:21])[C:9]([N:10]2[C:18](=[O:19])[C:17]3[C:12](=[CH:13][CH:14]=[CH:15][CH:16]=3)[C:11]2=[O:20])=[CH:24][N:25]([CH3:27])[CH3:26])[CH:5]=[CH:6][CH:7]=1. The yield is 0.800. (4) The reactants are [CH3:1][N:2]([CH3:34])[C:3]1([C:28]2[CH:33]=[CH:32][CH:31]=[CH:30][CH:29]=2)[CH2:8][CH2:7][C:6](=[CH:9][C:10]([NH:12][CH2:13][CH2:14][CH2:15][CH2:16][CH2:17][CH2:18][C:19]2[C:27]3[C:22](=[CH:23][CH:24]=[CH:25][CH:26]=3)[NH:21][CH:20]=2)=[O:11])[CH2:5][CH2:4]1.[Cl:35][Si](C)(C)C.CCOCC. The catalyst is CC(CC)=O. The product is [ClH:35].[CH3:34][N:2]([CH3:1])[C:3]1([C:28]2[CH:29]=[CH:30][CH:31]=[CH:32][CH:33]=2)[CH2:4][CH2:5][C:6](=[CH:9][C:10]([NH:12][CH2:13][CH2:14][CH2:15][CH2:16][CH2:17][CH2:18][C:19]2[C:27]3[C:22](=[CH:23][CH:24]=[CH:25][CH:26]=3)[NH:21][CH:20]=2)=[O:11])[CH2:7][CH2:8]1. The yield is 0.870.